This data is from Full USPTO retrosynthesis dataset with 1.9M reactions from patents (1976-2016). The task is: Predict the reactants needed to synthesize the given product. (1) Given the product [OH:18][C:19]1([C:3]2[N:2]([CH3:1])[CH:6]=[CH:5][N:4]=2)[CH2:20][CH2:21][N:22]([C:25]([O:27][C:28]([CH3:31])([CH3:30])[CH3:29])=[O:26])[CH2:23][CH2:24]1, predict the reactants needed to synthesize it. The reactants are: [CH3:1][N:2]1[CH:6]=[CH:5][N:4]=[CH:3]1.[Li]CCCC.CCCCCC.[O:18]=[C:19]1[CH2:24][CH2:23][N:22]([C:25]([O:27][C:28]([CH3:31])([CH3:30])[CH3:29])=[O:26])[CH2:21][CH2:20]1. (2) Given the product [CH3:1][C:2]1([CH3:9])[CH2:6][CH2:5][S:4](=[O:8])(=[O:7])[N:3]1[C:29]1[CH:30]=[CH:31][C:26]([C:24]([N:21]2[CH2:22][CH2:23][N:18]([C:12]3[C:11]([CH3:10])=[CH:16][C:15]([CH3:17])=[CH:14][N:13]=3)[CH2:19][CH2:20]2)=[O:25])=[CH:27][CH:28]=1, predict the reactants needed to synthesize it. The reactants are: [CH3:1][C:2]1([CH3:9])[CH2:6][CH2:5][S:4](=[O:8])(=[O:7])[NH:3]1.[CH3:10][C:11]1[C:12]([N:18]2[CH2:23][CH2:22][N:21]([C:24]([C:26]3[CH:31]=[CH:30][C:29](I)=[CH:28][CH:27]=3)=[O:25])[CH2:20][CH2:19]2)=[N:13][CH:14]=[C:15]([CH3:17])[CH:16]=1. (3) Given the product [Cl:1][C:2]1[CH:3]=[CH:4][C:5]([C@H:8]2[N:15]3[C:11]([S:12][C:13]([C:19]([N:32]4[CH2:33][C@H:34]([CH3:37])[NH:35][CH2:36][C@@H:31]4[CH3:30])=[O:21])=[C:14]3[CH:16]([CH3:18])[CH3:17])=[N:10][C@:9]2([C:23]2[CH:24]=[CH:25][C:26]([Cl:29])=[CH:27][CH:28]=2)[CH3:22])=[CH:6][CH:7]=1, predict the reactants needed to synthesize it. The reactants are: [Cl:1][C:2]1[CH:7]=[CH:6][C:5]([C@H:8]2[N:15]3[C:11]([S:12][C:13]([C:19]([OH:21])=O)=[C:14]3[CH:16]([CH3:18])[CH3:17])=[N:10][C@:9]2([C:23]2[CH:28]=[CH:27][C:26]([Cl:29])=[CH:25][CH:24]=2)[CH3:22])=[CH:4][CH:3]=1.[CH3:30][C@H:31]1[CH2:36][NH:35][C@@H:34]([CH3:37])[CH2:33][NH:32]1. (4) Given the product [CH3:28][N:23]1[CH2:22][CH2:21][C:5]2[C:6]3[CH:7]=[C:8]([S:12]([C:15]4[CH:20]=[CH:19][CH:18]=[CH:17][CH:16]=4)(=[O:13])=[O:14])[CH:9]=[CH:10][C:11]=3[N:3]([CH3:2])[C:4]=2[CH2:25][CH2:24]1, predict the reactants needed to synthesize it. The reactants are: Cl.[CH3:2][N:3]1[C:11]2[CH:10]=[CH:9][C:8]([S:12]([C:15]3[CH:20]=[CH:19][CH:18]=[CH:17][CH:16]=3)(=[O:14])=[O:13])=[CH:7][C:6]=2[C:5]2[CH2:21][CH2:22][NH:23][CH2:24][CH2:25][C:4]1=2.C=O.[C:28]([BH3-])#N.[Na+]. (5) The reactants are: [CH2:1]([O:3][C:4]1[C:13]([NH:14][C:15](=[O:23])OC2C=CC=CC=2)=[N:12][C:11]2[C:6](=[CH:7][CH:8]=[CH:9][CH:10]=2)[N:5]=1)[CH3:2].[F:24][C:25]1[CH:26]=[C:27]([N:32]2[CH2:37][CH2:36][NH:35][CH2:34][CH2:33]2)[CH:28]=[C:29]([F:31])[CH:30]=1. Given the product [CH2:1]([O:3][C:4]1[C:13]([NH:14][C:15]([N:35]2[CH2:34][CH2:33][N:32]([C:27]3[CH:26]=[C:25]([F:24])[CH:30]=[C:29]([F:31])[CH:28]=3)[CH2:37][CH2:36]2)=[O:23])=[N:12][C:11]2[C:6](=[CH:7][CH:8]=[CH:9][CH:10]=2)[N:5]=1)[CH3:2], predict the reactants needed to synthesize it. (6) Given the product [C:11]([C:9]1[C:8]2[N:7]3[CH2:17][CH2:18][NH:19][C:20](=[O:21])[C:6]3=[C:5]([CH3:22])[C:4]=2[CH:3]=[C:2]([F:1])[CH:10]=1)#[CH:12], predict the reactants needed to synthesize it. The reactants are: [F:1][C:2]1[CH:10]=[C:9]([C:11]#[C:12][Si](C)(C)C)[C:8]2[N:7]3[CH2:17][CH2:18][NH:19][C:20](=[O:21])[C:6]3=[C:5]([CH3:22])[C:4]=2[CH:3]=1.C(=O)([O-])[O-].[K+].[K+]. (7) Given the product [CH2:21]([N:11]1[C:12]2[C:17](=[CH:16][C:15]([N+:18]([O-:20])=[O:19])=[CH:14][CH:13]=2)[C:9]([C:3]2[CH:4]=[CH:5][CH:6]=[CH:7][CH:8]=2)=[CH:10]1)[CH3:22], predict the reactants needed to synthesize it. The reactants are: [H-].[Na+].[C:3]1([C:9]2[C:17]3[C:12](=[CH:13][CH:14]=[C:15]([N+:18]([O-:20])=[O:19])[CH:16]=3)[NH:11][CH:10]=2)[CH:8]=[CH:7][CH:6]=[CH:5][CH:4]=1.[CH2:21](I)[CH3:22].